From a dataset of Reaction yield outcomes from USPTO patents with 853,638 reactions. Predict the reaction yield, written as a fraction of the theoretical maximum amount of product (1.0 means a 100% yield; for example, 0.34 means a 34% yield). (1) The reactants are [OH:1][C:2]1[NH:7][C:6](=[O:8])[N:5]([CH2:9][C:10]2[CH:15]=[CH:14][CH:13]=[CH:12][CH:11]=2)[C:4](=[O:16])[C:3]=1[C:17]([NH:19][CH2:20][C:21]([O:23]CC)=[O:22])=[O:18].CI.[C:28](=O)([O-])[O-].[Na+].[Na+].Cl. The catalyst is CN(C)C=O. The product is [OH:1][C:2]1[N:7]([CH3:28])[C:6](=[O:8])[N:5]([CH2:9][C:10]2[CH:15]=[CH:14][CH:13]=[CH:12][CH:11]=2)[C:4](=[O:16])[C:3]=1[C:17]([NH:19][CH2:20][C:21]([OH:23])=[O:22])=[O:18]. The yield is 0.280. (2) The reactants are Cl[C:2]1[CH:11]=[C:10]2[C:5]([C:6]([OH:19])=[C:7]([C:12]3[CH:17]=[CH:16][CH:15]=[CH:14][C:13]=3[Cl:18])[N:8]=[CH:9]2)=[CH:4][N:3]=1.[CH:20]1([C:23]([NH2:25])=[O:24])[CH2:22][CH2:21]1.C(=O)([O-])[O-].[Cs+].[Cs+]. The catalyst is O1CCCC1.C(OCC)(=O)C. The product is [Cl:18][C:13]1[CH:14]=[CH:15][CH:16]=[CH:17][C:12]=1[C:7]1[C:6]([OH:19])=[C:5]2[C:10]([CH:11]=[C:2]([NH:25][C:23]([CH:20]3[CH2:22][CH2:21]3)=[O:24])[N:3]=[CH:4]2)=[CH:9][N:8]=1. The yield is 0.400.